From a dataset of Full USPTO retrosynthesis dataset with 1.9M reactions from patents (1976-2016). Predict the reactants needed to synthesize the given product. (1) Given the product [OH:30][C:14]1[CH:13]=[C:12]2[C:17]([N:18]=[C:19]([N:20]3[CH2:24][CH2:23][CH2:22][C@@H:21]3[CH3:25])[C:10]([C:6]3[CH:5]=[C:4]4[C:9](=[CH:8][CH:7]=3)[NH:1][N:2]=[CH:3]4)=[N:11]2)=[CH:16][C:15]=1[C:26]([O:28][CH3:29])=[O:27], predict the reactants needed to synthesize it. The reactants are: [NH:1]1[C:9]2[C:4](=[CH:5][C:6]([C:10]3[C:19]([N:20]4[CH2:24][CH2:23][CH2:22][C@@H:21]4[CH3:25])=[N:18][C:17]4[C:12](=[CH:13][C:14]([O:30]C)=[C:15]([C:26]([O:28][CH3:29])=[O:27])[CH:16]=4)[N:11]=3)=[CH:7][CH:8]=2)[CH:3]=[N:2]1.B(Br)(Br)Br. (2) Given the product [C:12]([C@@H:14]([NH:32][C:33]([C@@H:35]1[CH2:40][CH2:39][CH2:38][CH2:37][N:36]1[C:41]([O:43][C:44]([CH3:47])([CH3:46])[CH3:45])=[O:42])=[O:34])[CH2:15][C:16]1[CH:21]=[CH:20][C:19]([C:22]2[CH:27]=[CH:26][C:25]([C:28]#[N:29])=[C:24]([S:30]([CH3:31])=[O:6])[CH:23]=2)=[CH:18][CH:17]=1)#[N:13], predict the reactants needed to synthesize it. The reactants are: ClC1C=C(C=CC=1)C(OO)=[O:6].[C:12]([C@@H:14]([NH:32][C:33]([C@@H:35]1[CH2:40][CH2:39][CH2:38][CH2:37][N:36]1[C:41]([O:43][C:44]([CH3:47])([CH3:46])[CH3:45])=[O:42])=[O:34])[CH2:15][C:16]1[CH:21]=[CH:20][C:19]([C:22]2[CH:27]=[CH:26][C:25]([C:28]#[N:29])=[C:24]([S:30][CH3:31])[CH:23]=2)=[CH:18][CH:17]=1)#[N:13]. (3) Given the product [CH3:1][N:2]1[C:6]([C:7](=[O:24])[NH:8][C:9]2[CH:10]=[CH:11][C:12]3[N:13]([N:15]=[C:16]([C:18]4[CH:19]=[N:20][CH:21]=[CH:22][CH:23]=4)[N:17]=3)[CH:14]=2)=[C:5]([C:25]([OH:27])=[O:26])[CH:4]=[N:3]1, predict the reactants needed to synthesize it. The reactants are: [CH3:1][N:2]1[C:6]([C:7](=[O:24])[NH:8][C:9]2[CH:10]=[CH:11][C:12]3[N:13]([N:15]=[C:16]([C:18]4[CH:19]=[N:20][CH:21]=[CH:22][CH:23]=4)[N:17]=3)[CH:14]=2)=[C:5]([C:25]([O:27]CC)=[O:26])[CH:4]=[N:3]1.O.[OH-].[Li+].Cl. (4) Given the product [Cl:19][C:16]1[CH:17]=[CH:18][C:13]([C:12]2[N:11]=[CH:10][N:9]([CH3:20])[C:8]=2[C:5]2[CH:4]=[CH:3][C:2]([Cl:1])=[CH:7][CH:6]=2)=[CH:14][CH:15]=1, predict the reactants needed to synthesize it. The reactants are: [Cl:1][C:2]1[CH:7]=[CH:6][C:5]([C:8]2[N:9]=[CH:10][NH:11][C:12]=2[C:13]2[CH:18]=[CH:17][C:16]([Cl:19])=[CH:15][CH:14]=2)=[CH:4][CH:3]=1.[CH3:20]I.[H-].[Na+].